Task: Regression. Given a peptide amino acid sequence and an MHC pseudo amino acid sequence, predict their binding affinity value. This is MHC class I binding data.. Dataset: Peptide-MHC class I binding affinity with 185,985 pairs from IEDB/IMGT (1) The peptide sequence is NSTHNTPVY. The MHC is HLA-A26:01 with pseudo-sequence HLA-A26:01. The binding affinity (normalized) is 0.0847. (2) The peptide sequence is FSENTWRDEY. The MHC is HLA-A24:02 with pseudo-sequence HLA-A24:02. The binding affinity (normalized) is 0. (3) The binding affinity (normalized) is 0.0847. The peptide sequence is ELFIAPEGM. The MHC is HLA-B27:05 with pseudo-sequence HLA-B27:05. (4) The peptide sequence is YLHIHPFKI. The MHC is HLA-B15:01 with pseudo-sequence HLA-B15:01. The binding affinity (normalized) is 0.0847.